Predict which catalyst facilitates the given reaction. From a dataset of Catalyst prediction with 721,799 reactions and 888 catalyst types from USPTO. (1) Reactant: C(OC(=O)[NH:7][C:8]1([C:12]2[CH:17]=[CH:16][C:15]([C:18]3[C:27]([C:28]4[CH:33]=[CH:32][CH:31]=[CH:30][CH:29]=4)=[CH:26][C:25]4[C:24]5=[N:34][N:35]=[C:36]([CH:37]6[CH2:39][CH2:38]6)[N:23]5[CH:22]=[CH:21][C:20]=4[N:19]=3)=[CH:14][CH:13]=2)[CH2:11][CH2:10][CH2:9]1)(C)(C)C.[ClH:41].CCOC(C)=O. Product: [ClH:41].[CH:37]1([C:36]2[N:23]3[C:24]([C:25]4[CH:26]=[C:27]([C:28]5[CH:29]=[CH:30][CH:31]=[CH:32][CH:33]=5)[C:18]([C:15]5[CH:16]=[CH:17][C:12]([C:8]6([NH2:7])[CH2:9][CH2:10][CH2:11]6)=[CH:13][CH:14]=5)=[N:19][C:20]=4[CH:21]=[CH:22]3)=[N:34][N:35]=2)[CH2:38][CH2:39]1. The catalyst class is: 100. (2) Reactant: [CH3:1][O:2][C@H:3]1[C@@H:9]2[O:10][CH2:11][C@H:12]([O:13]S(C)(=O)=O)[C@@H:8]2[O:7][C@@H:4]1[O:5][CH3:6].C(=O)([O-])[O-].[K+].[K+].FC(F)(F)C(O)=O.[Br:31][C:32]1[CH:37]=[CH:36][C:35]([NH:38][C:39]2[C:48]3[C:43](=[CH:44][C:45](O)=[C:46]([O:49][CH3:50])[CH:47]=3)[N:42]=[CH:41][N:40]=2)=[CH:34][C:33]=1[Cl:52]. Product: [Br:31][C:32]1[CH:37]=[CH:36][C:35]([NH:38][C:39]2[C:48]3[C:43](=[CH:44][C:45]([O:13][C@@H:12]4[CH2:11][O:10][C@H:9]5[C@H:3]([O:2][CH3:1])[C@H:4]([O:7][C@@H:8]45)[O:5][CH3:6])=[C:46]([O:49][CH3:50])[CH:47]=3)[N:42]=[CH:41][N:40]=2)=[CH:34][C:33]=1[Cl:52]. The catalyst class is: 39. (3) Reactant: S([O-])(O)=O.[Na+].[F:6][C:7]1[CH:14]=[C:13]([O:15][CH3:16])[CH:12]=[C:11]([F:17])[C:8]=1[CH:9]=O.[C-:18]#[N:19].[Na+].C[NH:22][CH2:23][CH2:24][CH2:25][CH3:26].[CH3:27][OH:28]. Product: [F:6][C:7]1[CH:14]=[C:13]([O:15][CH3:16])[CH:12]=[C:11]([F:17])[C:8]=1[CH:9]([NH:22][CH2:23][CH:24]([O:28][CH3:27])[CH2:25][CH3:26])[C:18]#[N:19]. The catalyst class is: 6. (4) Reactant: [CH:1]1[C:6]([CH2:7][N:8]2[CH2:9][CH2:10][NH:11]/[C:12]/2=[N:13]\[N+:14]([O-:16])=[O:15])=[CH:5][N:4]=[C:3]([Cl:17])[CH:2]=1.Br[CH2:19][CH:20]=[CH:21][CH2:22]Br.C(=O)([O-])[O-].[K+].[K+]. Product: [Cl:17][C:3]1[CH:2]=[CH:1][C:6]([CH2:7][N:8]2[CH2:9][CH2:10][N:11]([CH2:19][CH:20]=[CH:21][CH2:22][N:11]3[CH2:10][CH2:9][N:8]([CH2:7][C:6]4[CH:1]=[CH:2][C:3]([Cl:17])=[N:4][CH:5]=4)[C:12]3=[N:13][N+:14]([O-:16])=[O:15])[C:12]2=[N:13][N+:14]([O-:16])=[O:15])=[CH:5][N:4]=1. The catalyst class is: 10. (5) Reactant: [CH3:1][O:2][C:3]1[CH:4]=[C:5]2[C:10](=[CH:11][C:12]=1[O:13][CH3:14])[N:9]=[CH:8][CH:7]=[C:6]2[O:15][C:16]1[CH:22]=[CH:21][C:19]([NH2:20])=[CH:18][CH:17]=1.C(N(CC)CC)C.[C:30](Cl)(Cl)=[S:31].[CH2:34]([N:36]([CH2:40][CH3:41])[CH2:37][CH2:38][NH2:39])[CH3:35]. Product: [CH3:1][O:2][C:3]1[CH:4]=[C:5]2[C:10](=[CH:11][C:12]=1[O:13][CH3:14])[N:9]=[CH:8][CH:7]=[C:6]2[O:15][C:16]1[CH:22]=[CH:21][C:19]([NH:20][C:30]([NH:39][CH2:38][CH2:37][N:36]([CH2:40][CH3:41])[CH2:34][CH3:35])=[S:31])=[CH:18][CH:17]=1. The catalyst class is: 42.